From a dataset of Full USPTO retrosynthesis dataset with 1.9M reactions from patents (1976-2016). Predict the reactants needed to synthesize the given product. Given the product [Cl:1][C:2]1[C:9]([Cl:10])=[CH:8][CH:7]=[CH:6][C:3]=1[CH2:4][NH:21][C@@H:11]1[C:20]2[C:15](=[CH:16][CH:17]=[CH:18][CH:19]=2)[CH2:14][CH2:13][CH2:12]1, predict the reactants needed to synthesize it. The reactants are: [Cl:1][C:2]1[C:9]([Cl:10])=[CH:8][CH:7]=[CH:6][C:3]=1[CH:4]=O.[C@@H:11]1([NH2:21])[C:20]2[C:15](=[CH:16][CH:17]=[CH:18][CH:19]=2)[CH2:14][CH2:13][CH2:12]1.